This data is from Full USPTO retrosynthesis dataset with 1.9M reactions from patents (1976-2016). The task is: Predict the reactants needed to synthesize the given product. (1) Given the product [F:13][C:14]([F:26])([F:27])[C:15]1[CH:16]=[CH:17][C:18]([CH:21]=[CH:22][C:2]2[CH:3]=[C:4]3[CH:10]=[CH:9][NH:8][C:5]3=[N:6][CH:7]=2)=[CH:19][CH:20]=1, predict the reactants needed to synthesize it. The reactants are: Br[C:2]1[CH:3]=[C:4]2[CH:10]=[CH:9][NH:8][C:5]2=[N:6][CH:7]=1.[Cl-].[Li+].[F:13][C:14]([F:27])([F:26])[C:15]1[CH:20]=[CH:19][C:18](/[CH:21]=[CH:22]/B(O)O)=[CH:17][CH:16]=1.C([O-])([O-])=O.[Na+].[Na+]. (2) Given the product [Cl:1][C:2]1[C:3]([CH2:12][O:13][C:14]2[CH:15]=[N:16][C:17]([CH:21]3[CH2:23][CH2:22]3)=[C:18]([Cl:20])[CH:19]=2)=[CH:4][C:5]([F:11])=[C:6]([CH:10]=1)[C:7]([NH:32][S:29]([N:27]1[CH2:28][C:25]([F:33])([F:24])[CH2:26]1)(=[O:31])=[O:30])=[O:9], predict the reactants needed to synthesize it. The reactants are: [Cl:1][C:2]1[C:3]([CH2:12][O:13][C:14]2[CH:15]=[N:16][C:17]([CH:21]3[CH2:23][CH2:22]3)=[C:18]([Cl:20])[CH:19]=2)=[CH:4][C:5]([F:11])=[C:6]([CH:10]=1)[C:7]([OH:9])=O.[F:24][C:25]1([F:33])[CH2:28][N:27]([S:29]([NH2:32])(=[O:31])=[O:30])[CH2:26]1.C(N(C(C)C)CC)(C)C.F[P-](F)(F)(F)(F)F.CN(C(N(C)C)=[N+]1C2C(=NC=CC=2)[N+]([O-])=N1)C. (3) Given the product [CH3:1][O:28][C:27]([C:24]1[CH:23]=[N:22][N:21]([C:18]2[CH:17]=[CH:16][C:15]([Cl:14])=[CH:20][CH:19]=2)[C:25]=1[CH3:26])=[O:29], predict the reactants needed to synthesize it. The reactants are: [C:1](=O)([O-])[O-].[K+].[K+].CI.CN(C)C=O.[Cl:14][C:15]1[CH:20]=[CH:19][C:18]([N:21]2[C:25]([CH3:26])=[C:24]([C:27]([OH:29])=[O:28])[CH:23]=[N:22]2)=[CH:17][CH:16]=1. (4) Given the product [F:10][C:11]1[CH:12]=[CH:13][C:14]([NH:17][C:18]([C:20]2[C:24]([NH:25][C:7]([C:6]3[CH:5]=[CH:4][S:3][C:2]=3[CH3:1])=[O:9])=[CH:23][NH:22][N:21]=2)=[O:19])=[CH:15][CH:16]=1, predict the reactants needed to synthesize it. The reactants are: [CH3:1][C:2]1[S:3][CH:4]=[CH:5][C:6]=1[C:7]([OH:9])=O.[F:10][C:11]1[CH:16]=[CH:15][C:14]([NH:17][C:18]([C:20]2[C:24]([NH2:25])=[CH:23][NH:22][N:21]=2)=[O:19])=[CH:13][CH:12]=1.C(Cl)CCl.C1C=CC2N(O)N=NC=2C=1. (5) Given the product [CH3:13][N:12]([CH3:14])[C:8]1[CH:9]=[C:10]([CH3:11])[C:5]([C:3]2[N:16]=[C:17]([NH2:19])[S:18][CH:2]=2)=[C:6]([CH3:15])[CH:7]=1, predict the reactants needed to synthesize it. The reactants are: Br[CH2:2][C:3]([C:5]1[C:10]([CH3:11])=[CH:9][C:8]([N:12]([CH3:14])[CH3:13])=[CH:7][C:6]=1[CH3:15])=O.[NH2:16][C:17]([NH2:19])=[S:18].